Task: Predict the product of the given reaction.. Dataset: Forward reaction prediction with 1.9M reactions from USPTO patents (1976-2016) (1) Given the reactants [N:1]1[CH:6]=[CH:5][C:4]([N:7]2[C:15]3[C:10](=[CH:11][C:12]4[CH2:24][C:19]5(OCC[O:20]5)[CH2:18][CH2:17][CH2:16][C:13]=4[CH:14]=3)[CH:9]=[N:8]2)=[CH:3][CH:2]=1.O.CC1C=CC(S(O)(=O)=O)=CC=1, predict the reaction product. The product is: [N:1]1[CH:6]=[CH:5][C:4]([N:7]2[C:15]3[C:10](=[CH:11][C:12]4[CH2:24][C:19](=[O:20])[CH2:18][CH2:17][CH2:16][C:13]=4[CH:14]=3)[CH:9]=[N:8]2)=[CH:3][CH:2]=1. (2) Given the reactants C(N(CC)CC)C.ClC(OCC(C)C)=O.[C:16]([O:20][C:21]([N:23]1[CH2:28][CH2:27][N:26]([C:29]([O:31][C:32]([CH3:35])([CH3:34])[CH3:33])=[O:30])[CH2:25][CH:24]1[C:36](O)=[O:37])=[O:22])([CH3:19])([CH3:18])[CH3:17], predict the reaction product. The product is: [C:16]([O:20][C:21]([N:23]1[CH2:28][CH2:27][N:26]([C:29]([O:31][C:32]([CH3:35])([CH3:34])[CH3:33])=[O:30])[CH2:25][CH:24]1[CH2:36][OH:37])=[O:22])([CH3:19])([CH3:18])[CH3:17]. (3) Given the reactants [CH2:1]([C:3]1[CH:4]=[C:5]([CH3:24])[C:6]([N:9]2[CH2:14][CH2:13][N:12]([C:15]([C:17]3[CH:22]=[CH:21][C:20](I)=[CH:19][CH:18]=3)=[O:16])[CH2:11][CH2:10]2)=[N:7][CH:8]=1)[CH3:2].[O:25]=[C:26]1[NH:30][C@H:29]([CH2:31][O:32][C:33](=[O:40])[C:34]2[CH:39]=[CH:38][CH:37]=[CH:36][CH:35]=2)[CH2:28][O:27]1, predict the reaction product. The product is: [C:33]([O:32][CH2:31][C@@H:29]1[CH2:28][O:27][C:26](=[O:25])[N:30]1[C:20]1[CH:21]=[CH:22][C:17]([C:15]([N:12]2[CH2:13][CH2:14][N:9]([C:6]3[C:5]([CH3:24])=[CH:4][C:3]([CH2:1][CH3:2])=[CH:8][N:7]=3)[CH2:10][CH2:11]2)=[O:16])=[CH:18][CH:19]=1)(=[O:40])[C:34]1[CH:35]=[CH:36][CH:37]=[CH:38][CH:39]=1. (4) Given the reactants [Br:1]Br.[CH2:3]([N:5]([CH2:26][CH3:27])[C:6]1[CH:7]=[C:8]2[C:17](=[CH:18][CH:19]=1)[N:16]=[C:15]1[C:10](=[CH:11][C:12](=[O:25])[C:13]3[CH:23]=[C:22]([OH:24])[CH:21]=[CH:20][C:14]=31)[O:9]2)[CH3:4], predict the reaction product. The product is: [Br:1][C:11]1[C:12](=[O:25])[C:13]2[CH:23]=[C:22]([OH:24])[CH:21]=[CH:20][C:14]=2[C:15]2[C:10]=1[O:9][C:8]1[C:17](=[CH:18][CH:19]=[C:6]([N:5]([CH2:3][CH3:4])[CH2:26][CH3:27])[CH:7]=1)[N:16]=2.